This data is from Full USPTO retrosynthesis dataset with 1.9M reactions from patents (1976-2016). The task is: Predict the reactants needed to synthesize the given product. Given the product [CH:11]1([C:9]2[CH:10]=[C:5]([C:3]([OH:4])=[O:2])[CH:6]=[N:7][C:8]=2[O:17][CH2:18][C:19]([F:21])([F:22])[F:20])[CH2:12][CH2:13][CH2:14][CH2:15][CH2:16]1, predict the reactants needed to synthesize it. The reactants are: C[O:2][C:3]([C:5]1[CH:6]=[N:7][C:8]([O:17][CH2:18][C:19]([F:22])([F:21])[F:20])=[C:9]([CH:11]2[CH2:16][CH2:15][CH2:14][CH2:13][CH2:12]2)[CH:10]=1)=[O:4].C1COCC1.O.[OH-].[Li+].Cl.